This data is from Reaction yield outcomes from USPTO patents with 853,638 reactions. The task is: Predict the reaction yield, written as a fraction of the theoretical maximum amount of product (1.0 means a 100% yield; for example, 0.34 means a 34% yield). (1) The reactants are [C:1]([NH:4][NH:5][C:6](=[O:36])[CH2:7][C:8]1[C:9](=[O:35])[N:10]=[C:11]([O:14][CH2:15][CH2:16][C:17]2[CH:22]=[CH:21][C:20]([O:23][C:24]3[CH:29]=[CH:28][C:27]([Cl:30])=[C:26]([C:31]([F:34])([F:33])[F:32])[CH:25]=3)=[CH:19][CH:18]=2)[NH:12][CH:13]=1)(=O)[CH3:2].CC[N+](S(N=C(OC)[O-])(=O)=O)(CC)CC. The catalyst is C1COCC1. The product is [Cl:30][C:27]1[CH:28]=[CH:29][C:24]([O:23][C:20]2[CH:19]=[CH:18][C:17]([CH2:16][CH2:15][O:14][C:11]3[NH:12][CH:13]=[C:8]([CH2:7][C:6]4[O:36][C:1]([CH3:2])=[N:4][N:5]=4)[C:9](=[O:35])[N:10]=3)=[CH:22][CH:21]=2)=[CH:25][C:26]=1[C:31]([F:34])([F:32])[F:33]. The yield is 0.0980. (2) The reactants are Br[C:2]1[S:6][C:5]([C:7]([S:10]([NH2:13])(=[O:12])=[O:11])([CH3:9])[CH3:8])=[N:4][CH:3]=1.[CH3:14][C:15]1[CH:16]=[C:17]([CH:19]=[C:20](B2OC(C)(C)C(C)(C)O2)[CH:21]=1)[NH2:18].CC(C1C=C(C(C)C)C(C2C=CC=CC=2P(C2CCCCC2)C2CCCCC2)=C(C(C)C)C=1)C.C(=O)([O-])[O-].[Cs+].[Cs+]. The catalyst is C1C=CC(/C=C/C(/C=C/C2C=CC=CC=2)=O)=CC=1.C1C=CC(/C=C/C(/C=C/C2C=CC=CC=2)=O)=CC=1.C1C=CC(/C=C/C(/C=C/C2C=CC=CC=2)=O)=CC=1.[Pd].[Pd]. The product is [NH2:18][C:17]1[CH:19]=[C:20]([C:2]2[S:6][C:5]([C:7]([S:10]([NH2:13])(=[O:12])=[O:11])([CH3:9])[CH3:8])=[N:4][CH:3]=2)[CH:21]=[C:15]([CH3:14])[CH:16]=1. The yield is 0.226. (3) The reactants are Br[C:2]1[CH:8]=[CH:7][C:5]([NH2:6])=[C:4]([N+:9]([O-:11])=[O:10])[CH:3]=1.[CH3:12][N:13](C)C=O. No catalyst specified. The product is [NH2:6][C:5]1[CH:7]=[CH:8][C:2]([C:12]#[N:13])=[CH:3][C:4]=1[N+:9]([O-:11])=[O:10]. The yield is 0.391. (4) The reactants are [F:1][C:2]1[CH:3]=[C:4]([C:35]2[C:36]([C:41]#[N:42])=[CH:37][CH:38]=[CH:39][CH:40]=2)[CH:5]=[CH:6][C:7]=1[CH2:8][C:9]1[C:10](=[O:34])[N:11]([C@H:21]2[CH2:26][CH2:25][C@H:24]([O:27][CH:28]([CH3:33])[CH:29]([OH:32])[CH2:30][F:31])[CH2:23][CH2:22]2)[C:12]2[N:13]([N:18]=[CH:19][N:20]=2)[C:14]=1[CH2:15][CH2:16][CH3:17].[CH3:43]C(OI1(OC(C)=O)(OC(C)=O)OC(=O)C2C=CC=CC1=2)=O.C(=O)([O-])O.[Na+].S([O-])([O-])(=O)=S.[Na+].[Na+]. The catalyst is C(#N)C. The product is [F:1][C:2]1[CH:3]=[C:4]([C:35]2[C:36]([C:41]#[N:42])=[CH:37][CH:38]=[CH:39][CH:40]=2)[CH:5]=[CH:6][C:7]=1[CH2:8][C:9]1[C:10](=[O:34])[N:11]([C@H:21]2[CH2:22][CH2:23][C@H:24]([O:27][CH:28]([C:29]3([CH2:30][F:31])[CH2:43][O:32]3)[CH3:33])[CH2:25][CH2:26]2)[C:12]2[N:13]([N:18]=[CH:19][N:20]=2)[C:14]=1[CH2:15][CH2:16][CH3:17]. The yield is 0.520. (5) The reactants are [H-].[Na+].[CH3:3][CH2:4][C:5](=[O:11])[CH2:6][C:7](=[O:10])[CH2:8][CH3:9].[CH2:12]([O:14][C:15](=[O:18])[CH2:16]Br)[CH3:13].[Cl-].[NH4+]. The catalyst is O1CCCC1. The product is [CH2:12]([O:14][C:15](=[O:18])[CH2:16][CH:6]([C:5](=[O:11])[CH2:4][CH3:3])[C:7](=[O:10])[CH2:8][CH3:9])[CH3:13]. The yield is 0.680. (6) The reactants are [N:1]([CH2:4][CH:5]([F:24])[CH2:6][CH2:7][N:8]1[CH:13]=[CH:12][C:11]([NH:14][C:15](=[O:21])[O:16][C:17]([CH3:20])([CH3:19])[CH3:18])=[C:10]([F:22])[C:9]1=[O:23])=[N+:2]=[N-:3].C(O)[C@H:26](O)[C@H:27]1[O:32][C:30](=[O:31])[C:29](O)=[C:28]1O.O.C(OCC)(=O)C#C. The catalyst is CC(O)(C)C. The product is [C:17]([O:16][C:15]([NH:14][C:11]1[CH:12]=[CH:13][N:8]([CH2:7][CH2:6][CH:5]([F:24])[CH2:4][N:1]2[CH:28]=[C:29]([C:30]([O:32][CH2:27][CH3:26])=[O:31])[N:3]=[N:2]2)[C:9](=[O:23])[C:10]=1[F:22])=[O:21])([CH3:18])([CH3:19])[CH3:20]. The yield is 0.720.